This data is from Full USPTO retrosynthesis dataset with 1.9M reactions from patents (1976-2016). The task is: Predict the reactants needed to synthesize the given product. (1) Given the product [CH3:1][O:2][CH2:3][CH2:4][CH2:5][O:6][C:7]1[CH:8]=[C:9]([CH:30]=[CH:31][C:32]=1[O:33][CH3:34])[CH2:10][C@H:11]([CH:27]([CH3:29])[CH3:28])[CH2:12][OH:13], predict the reactants needed to synthesize it. The reactants are: [CH3:1][O:2][CH2:3][CH2:4][CH2:5][O:6][C:7]1[CH:8]=[C:9]([CH:30]=[CH:31][C:32]=1[O:33][CH3:34])[CH2:10][C@H:11]([CH:27]([CH3:29])[CH3:28])[C:12](N1[C@H](CC2C=CC=CC=2)COC1=O)=[O:13].CCOCC.[Li+].[BH4-].C1COCC1. (2) Given the product [F:1][C:2]1[C:7]([F:8])=[CH:6][CH:5]=[CH:4][C:3]=1[C@H:9]([NH:18][S:16]([C:12]([CH3:15])([CH3:14])[CH3:13])=[O:17])[CH3:10], predict the reactants needed to synthesize it. The reactants are: [F:1][C:2]1[C:7]([F:8])=[CH:6][CH:5]=[CH:4][C:3]=1[C:9](=O)[CH3:10].[C:12]([S@:16]([NH2:18])=[O:17])([CH3:15])([CH3:14])[CH3:13].[BH4-].[Na+].CO. (3) Given the product [Cl:1][C:2]1[CH:7]=[CH:6][C:5]([S:8]([C:11]2([C:17]3[CH:22]=[C:21]([F:23])[CH:20]=[CH:19][C:18]=3[F:24])[CH2:16][CH2:15][S:14](=[O:33])[CH2:13][CH2:12]2)(=[O:9])=[O:10])=[CH:4][CH:3]=1, predict the reactants needed to synthesize it. The reactants are: [Cl:1][C:2]1[CH:7]=[CH:6][C:5]([S:8]([C:11]2([C:17]3[CH:22]=[C:21]([F:23])[CH:20]=[CH:19][C:18]=3[F:24])[CH2:16][CH2:15][S:14][CH2:13][CH2:12]2)(=[O:10])=[O:9])=[CH:4][CH:3]=1.ClC1C=CC=C(C(OO)=[O:33])C=1.CCCCCC. (4) Given the product [Cl:34][C:31]1[CH:32]=[CH:33][C:28]([CH2:27][O:18][C:15]2[CH:16]=[CH:17][C:12]([CH2:11][C:10]([NH:9][CH:8]([C:5]3[CH:6]=[CH:7][C:2]([Cl:1])=[CH:3][CH:4]=3)[C:20]3[CH:21]=[CH:22][CH:23]=[CH:24][CH:25]=3)=[O:19])=[CH:13][CH:14]=2)=[CH:29][CH:30]=1, predict the reactants needed to synthesize it. The reactants are: [Cl:1][C:2]1[CH:7]=[CH:6][C:5]([CH:8]([C:20]2[CH:25]=[CH:24][CH:23]=[CH:22][CH:21]=2)[NH:9][C:10](=[O:19])[CH2:11][C:12]2[CH:17]=[CH:16][C:15]([OH:18])=[CH:14][CH:13]=2)=[CH:4][CH:3]=1.Br[CH2:27][C:28]1[CH:33]=[CH:32][C:31]([Cl:34])=[CH:30][CH:29]=1. (5) Given the product [Si:1]([O:8][CH2:9][C:10]1[CH:16]=[CH:15][C:13]([NH:14][C:24](=[O:25])[O:23][C:20]([CH3:22])([CH3:21])[CH3:19])=[C:12]([O:17][CH3:18])[CH:11]=1)([C:4]([CH3:7])([CH3:6])[CH3:5])([CH3:2])[CH3:3], predict the reactants needed to synthesize it. The reactants are: [Si:1]([O:8][CH2:9][C:10]1[CH:16]=[CH:15][C:13]([NH2:14])=[C:12]([O:17][CH3:18])[CH:11]=1)([C:4]([CH3:7])([CH3:6])[CH3:5])([CH3:3])[CH3:2].[CH3:19][C:20]([O:23][C:24](O[C:24]([O:23][C:20]([CH3:22])([CH3:21])[CH3:19])=[O:25])=[O:25])([CH3:22])[CH3:21].C([O-])(O)=O.[Na+]. (6) Given the product [F:1][C:2]1[CH:15]=[C:14]([N+:16]([O-:18])=[O:17])[CH:13]=[CH:12][C:3]=1[O:4][C:5]1[CH:10]=[CH:9][N:8]=[C:7]([NH:11][C:27]([N:36]2[CH2:41][CH2:40][O:39][CH2:38][CH2:37]2)=[O:28])[CH:6]=1, predict the reactants needed to synthesize it. The reactants are: [F:1][C:2]1[CH:15]=[C:14]([N+:16]([O-:18])=[O:17])[CH:13]=[CH:12][C:3]=1[O:4][C:5]1[CH:10]=[CH:9][N:8]=[C:7]([NH2:11])[CH:6]=1.C(N(CC)CC)C.Cl[C:27](OC1C=CC=CC=1)=[O:28].[NH:36]1[CH2:41][CH2:40][O:39][CH2:38][CH2:37]1. (7) The reactants are: [O:1]([CH2:8][CH2:9]O)[C:2]1[CH:7]=[CH:6][CH:5]=[CH:4][CH:3]=1.P(Br)(Br)[Br:12].Cl. Given the product [Br:12][CH2:9][CH2:8][O:1][C:2]1[CH:7]=[CH:6][CH:5]=[CH:4][CH:3]=1, predict the reactants needed to synthesize it.